Dataset: Full USPTO retrosynthesis dataset with 1.9M reactions from patents (1976-2016). Task: Predict the reactants needed to synthesize the given product. (1) Given the product [Cl:19][CH2:15][C:14]1[C:9]([N:3]2[CH2:4][CH:5]3[O:8][CH:1]([CH2:7][CH2:6]3)[CH2:2]2)=[N:10][CH:11]=[CH:12][CH:13]=1, predict the reactants needed to synthesize it. The reactants are: [CH:1]12[O:8][CH:5]([CH2:6][CH2:7]1)[CH2:4][N:3]([C:9]1[C:14]([CH2:15]O)=[CH:13][CH:12]=[CH:11][N:10]=1)[CH2:2]2.O=S(Cl)[Cl:19]. (2) Given the product [F:9][C:3]1[CH:4]=[C:5]([NH2:6])[CH:7]=[CH:8][C:2]=1[C:16]1[CH:15]=[CH:14][CH:13]=[C:12]([C:11]([F:22])([F:21])[F:10])[CH:17]=1, predict the reactants needed to synthesize it. The reactants are: Br[C:2]1[CH:8]=[CH:7][C:5]([NH2:6])=[CH:4][C:3]=1[F:9].[F:10][C:11]([F:22])([F:21])[C:12]1[CH:13]=[C:14](B(O)O)[CH:15]=[CH:16][CH:17]=1.C(=O)([O-])[O-].[Na+].[Na+].C(P(C(C)(C)C)C1C=CC=CC=1C1C=CC=CC=1)(C)(C)C. (3) The reactants are: [O:1]1[C:5]2([CH2:10][CH2:9][CH:8]([CH:11]3[CH2:16][CH2:15][C:14]([C:18]4[CH:23]=[CH:22][C:21]([C:24]5(CCCCC)[CH2:29][CH2:28][CH2:27][CH2:26][CH2:25]5)=[CH:20][C:19]=4[F:35])(O)[CH2:13][CH2:12]3)[CH2:7][CH2:6]2)[O:4][CH2:3][CH2:2]1.[C:36]1(C)[CH:41]=[CH:40]C(S(O)(=O)=O)=[CH:38][CH:37]=1.C1(C)C=CC=CC=1. Given the product [F:35][C:19]1[CH:20]=[C:21]([CH:24]2[CH2:25][CH2:26][CH:27]([CH2:38][CH2:37][CH2:36][CH2:41][CH3:40])[CH2:28][CH2:29]2)[CH:22]=[CH:23][C:18]=1[C:14]1[CH2:13][CH2:12][CH:11]([CH:8]2[CH2:9][CH2:10][C:5]3([O:4][CH2:3][CH2:2][O:1]3)[CH2:6][CH2:7]2)[CH2:16][CH:15]=1, predict the reactants needed to synthesize it. (4) Given the product [Br:23][CH2:22][C:5]1[C:6]([F:21])=[C:7]([O:8][C:9]2[CH:10]=[C:11]([CH:14]=[C:15]([C:17]([F:18])([F:19])[F:20])[CH:16]=2)[C:12]#[N:13])[C:2]([Cl:1])=[CH:3][CH:4]=1, predict the reactants needed to synthesize it. The reactants are: [Cl:1][C:2]1[C:7]([O:8][C:9]2[CH:10]=[C:11]([CH:14]=[C:15]([C:17]([F:20])([F:19])[F:18])[CH:16]=2)[C:12]#[N:13])=[C:6]([F:21])[C:5]([CH3:22])=[CH:4][CH:3]=1.[Br:23]N1C(=O)CCC1=O. (5) Given the product [C:1]1([NH:7][C:8](=[O:39])[O:9][C@@H:10]([CH2:36][O:37][CH3:38])[CH2:11][N:12]([C:30]([NH:32][CH:33]([CH3:34])[CH3:35])=[O:31])[CH2:13][CH2:14][CH2:15][CH2:16][N:17]([CH3:41])[S:18]([C:21]2[CH:26]=[CH:25][CH:24]=[CH:23][C:22]=2[N+:27]([O-:29])=[O:28])(=[O:20])=[O:19])[CH:6]=[CH:5][CH:4]=[CH:3][CH:2]=1, predict the reactants needed to synthesize it. The reactants are: [C:1]1([NH:7][C:8](=[O:39])[O:9][C@@H:10]([CH2:36][O:37][CH3:38])[CH2:11][N:12]([C:30]([NH:32][CH:33]([CH3:35])[CH3:34])=[O:31])[CH2:13][CH2:14][CH2:15][CH2:16][NH:17][S:18]([C:21]2[CH:26]=[CH:25][CH:24]=[CH:23][C:22]=2[N+:27]([O-:29])=[O:28])(=[O:20])=[O:19])[CH:6]=[CH:5][CH:4]=[CH:3][CH:2]=1.Cl[C:41]1C=C(F)C=CC=1S(NCCCCNC(=O)[C@H](CC(C)C)NC(=O)CC1CCCC1)(=O)=O.C(=O)([O-])[O-].[K+].[K+].CI. (6) Given the product [C:32]1(=[CH:14][C:13]([C:12]2[N:8]([CH2:7][CH:1]3[CH2:2][CH2:3][CH2:4][CH2:5][CH2:6]3)[C:9]([CH3:29])=[C:10]([C:24]([O:26][CH2:27][CH3:28])=[O:25])[CH:11]=2)=[O:23])[CH2:37][CH2:36][CH2:35][CH2:34][CH2:33]1, predict the reactants needed to synthesize it. The reactants are: [CH:1]1([CH2:7][N:8]2[C:12]([C:13](=[O:23])[CH2:14]P(OCC)(OCC)=O)=[CH:11][C:10]([C:24]([O:26][CH2:27][CH3:28])=[O:25])=[C:9]2[CH3:29])[CH2:6][CH2:5][CH2:4][CH2:3][CH2:2]1.[H-].[Na+].[C:32]1(=O)[CH2:37][CH2:36][CH2:35][CH2:34][CH2:33]1. (7) Given the product [Cl:1][C:2]1[C:3]([C:20]2[C:28]3[C:23](=[CH:24][CH:25]=[CH:26][CH:27]=3)[N:22]([S:29]([C:32]3[CH:33]=[CH:34][CH:35]=[CH:36][CH:37]=3)(=[O:31])=[O:30])[CH:21]=2)=[N:4][C:5]([NH:8][C:9]23[CH2:18][CH:13]4[CH2:14][CH:15]([CH2:17][C:11]([NH:19][C:50]([C:49]5[CH:48]=[CH:47][C:46]([NH:45][C:43](=[O:44])[O:42][C:38]([CH3:40])([CH3:39])[CH3:41])=[CH:54][CH:53]=5)=[O:51])([CH2:12]4)[CH2:10]2)[CH2:16]3)=[N:6][CH:7]=1, predict the reactants needed to synthesize it. The reactants are: [Cl:1][C:2]1[C:3]([C:20]2[C:28]3[C:23](=[CH:24][CH:25]=[CH:26][CH:27]=3)[N:22]([S:29]([C:32]3[CH:37]=[CH:36][CH:35]=[CH:34][CH:33]=3)(=[O:31])=[O:30])[CH:21]=2)=[N:4][C:5]([NH:8][C:9]23[CH2:18][CH:13]4[CH2:14][CH:15]([CH2:17][C:11]([NH2:19])([CH2:12]4)[CH2:10]2)[CH2:16]3)=[N:6][CH:7]=1.[C:38]([O:42][C:43]([NH:45][C:46]1[CH:54]=[CH:53][C:49]([C:50](O)=[O:51])=[CH:48][CH:47]=1)=[O:44])([CH3:41])([CH3:40])[CH3:39].CN(C(ON1N=NC2C=CC=CC1=2)=[N+](C)C)C.F[P-](F)(F)(F)(F)F.CCN(C(C)C)C(C)C.